Task: Binary Classification. Given a miRNA mature sequence and a target amino acid sequence, predict their likelihood of interaction.. Dataset: Experimentally validated miRNA-target interactions with 360,000+ pairs, plus equal number of negative samples (1) The miRNA is hsa-miR-6793-5p with sequence UGUGGGUUCUGGGUUGGGGUGA. The protein sequence of the target gene is MEASGGVGGAFLKDVVAYVEVWSSKGTENYSRTFAKQLEDMGATVSKTLNKQVTHVIFKDGYQSTWDKAQKTGAKLVSVLWVEKCRMAGALVDESLFPAVNTDEHLPNLSRKKHKCMQPKDFILKTPENDKRLQKKFEKMAEELQRQKAALDDDVPVLLFESPRSLVYSSPVNVMKRRLQDMKEKRENLSPTSSQMLEQSQQNPCVSLFETSLNISHQPLSSDESFASGSHSSFGDSCGDQERKLGRSANEMTTVTCPSSPVLRASSFYGSASPNHLRQPRPQKAPDSPSKESINCQKDA.... Result: 0 (no interaction). (2) The miRNA is hsa-miR-6793-3p with sequence UCCCCAACCCCUGCCCGCAG. The protein sequence of the target gene is MLGSGFKAERLRVNLRLVINRLKLLEKKKTELAQKARKEIADYLAAGKDERARIRVEHIIREDYLVEAMEILELYCDLLLARFGLIQSMKELDSGLAESVSTLIWAAPRLQSEVAELKIVADQLCAKYSKEYGKLCRTNQIGTVNDRLMHKLSVEAPPKILVERYLIEIAKNYNVPYEPDSVVMAEAPVGVETDLIDVGFTDDVKKGGPGRGGGGGFTAPVGGPDGIVPMPMPMPMPSPNAPFAYPLPKGPSDFSGLPVGTYQAFPNIHPPQIPATPPSYESVDDINGDKTVSSAQIVGP.... Result: 0 (no interaction). (3) The miRNA is hsa-miR-532-3p with sequence CCUCCCACACCCAAGGCUUGCA. The protein sequence of the target gene is MSLADELLADLEEAAEEEEGGSYGEEEEEPAIEDVQEETQLDLSGDSVKSIAKLWDSKMFAEIMMKIEEYISKQANVSEVMGPVEAAPEYRVIVDANNLTVEIENELNIIHKFIRDKYSKRFPELESLVPNALDYIRTVKELGNSLDKCKNNENLQQILTNATIMVVSVTASTTQGQQLSDEELERLEEACDMALELNASKHRIYEYVESRMSFIAPNLSIIIGASTAAKIMGVAGGLTNLSKMPACNIMLLGAQRKTLSGFSSTSVLPHTGYIYHSDIVQSLPPDLRRKAARLVAAKCT.... Result: 0 (no interaction). (4) The miRNA is cel-miR-270 with sequence GGCAUGAUGUAGCAGUGGAG. The protein sequence of the target gene is MGPLEFRDVAIEFSLEEWHCLDTAQQNLYRDVMLENYRHLVFLGIVVTKPDLITCLEQGKKPFTVKRHEMIAKSPVMCFHFAQDLCPEQSLKDSFQKVIVTRYEKREYGNLELKKGCESVDEGKVHKRGYNGLNQCLTATQSKVFQCDTYVKVSHIFSNSNRHKIRDTGKKPFKCIECGKAFNQSSTLATHKKIHTGEITCKCEECGKAFNRSSHLTSHKRIHTGEKRYKCEDCGKELKYSSTLTAHKRIHTGEKRYKCEDCGKELKYSSTLTAHKRIHTGEKPYKCDKCGRAFISSSIL.... Result: 0 (no interaction).